Dataset: Forward reaction prediction with 1.9M reactions from USPTO patents (1976-2016). Task: Predict the product of the given reaction. (1) Given the reactants [H-].[H-].[H-].[H-].[Li+].[Al+3].[CH3:7][C:8]([CH3:19])([CH2:14][C:15]#[C:16][CH2:17][CH3:18])[C:9](OCC)=[O:10].[OH-].[Na+], predict the reaction product. The product is: [CH3:7][C:8]([CH3:19])([CH2:14][C:15]#[C:16][CH2:17][CH3:18])[CH2:9][OH:10]. (2) Given the reactants F[C:2]1[C:10]2[S:9][C:8]([C:11]3[C:12]([NH2:28])=[N:13][CH:14]=[C:15]([C:17]4[CH:18]=[N:19][N:20]([CH:22]5[CH2:27][CH2:26][NH:25][CH2:24][CH2:23]5)[CH:21]=4)[CH:16]=3)=[N:7][C:6]=2[C:5]([C:29]([F:32])([F:31])[F:30])=[CH:4][CH:3]=1.[F:33]C1C=CC2SC(I)=NC=2C=1C(F)(F)F, predict the reaction product. The product is: [F:33][C:4]1[CH:3]=[CH:2][C:10]2[S:9][C:8]([C:11]3[C:12]([NH2:28])=[N:13][CH:14]=[C:15]([C:17]4[CH:18]=[N:19][N:20]([CH:22]5[CH2:23][CH2:24][NH:25][CH2:26][CH2:27]5)[CH:21]=4)[CH:16]=3)=[N:7][C:6]=2[C:5]=1[C:29]([F:30])([F:31])[F:32]. (3) Given the reactants [Cl-].[N+]([C:5]1[CH:10]=C([N+]([O-])=O)C=C[C:6]=1[N+:14]1[CH:19]=[CH:18][C:17]([C:20]2[CH:25]=[CH:24][C:23]([N+:26]([O-:28])=[O:27])=[C:22]([O:29][CH2:30][CH3:31])[CH:21]=2)=[CH:16][CH:15]=1)([O-])=O.C(N)CC.C[OH:37], predict the reaction product. The product is: [C:30]([O-:37])(=[O:29])[CH3:31].[CH2:30]([O:29][C:22]1[CH:21]=[C:20]([C:17]2[CH:16]=[CH:15][N+:14]([CH2:6][CH2:5][CH3:10])=[CH:19][CH:18]=2)[CH:25]=[CH:24][C:23]=1[N+:26]([O-:28])=[O:27])[CH3:31]. (4) Given the reactants [C:1]([C:5]1[CH:10]=[CH:9][C:8](Br)=[CH:7][CH:6]=1)([CH3:4])([CH3:3])[CH3:2].C([Li])CCC.C[O:18][B:19](OC)[O:20]C, predict the reaction product. The product is: [C:1]([C:5]1[CH:10]=[CH:9][C:8]([B:19]([OH:20])[OH:18])=[CH:7][CH:6]=1)([CH3:4])([CH3:3])[CH3:2]. (5) Given the reactants F[C:2]1[C:7]([C:8]2[CH2:13][CH2:12][C@@H:11]([N:14]3[C@@H:18]([C:19]4[CH:24]=[CH:23][CH:22]=[CH:21][CH:20]=4)[C:17]([CH3:26])([CH3:25])[O:16][C:15]3=[O:27])[CH2:10][CH:9]=2)=[CH:6][C:5]([C:28]2[N:33]=[CH:32][CH:31]=[CH:30][N:29]=2)=[CH:4][N:3]=1.FC1C(C2CC[C@H](N3[C@@H](C4C=CC=CC=4)C(C)(C)[O:49]C3=O)CC=2)=CC(C2N=CC=CN=2)=CN=1.O1CCOCC1.Cl, predict the reaction product. The product is: [CH3:25][C:17]1([CH3:26])[O:16][C:15](=[O:27])[N:14]([C@H:11]2[CH2:12][CH2:13][C:8]([C:7]3[C:2](=[O:49])[NH:3][CH:4]=[C:5]([C:28]4[N:33]=[CH:32][CH:31]=[CH:30][N:29]=4)[CH:6]=3)=[CH:9][CH2:10]2)[C@H:18]1[C:19]1[CH:24]=[CH:23][CH:22]=[CH:21][CH:20]=1. (6) The product is: [Cl:1][C:2]1[CH:7]=[CH:6][C:5]([C:8]2[N:12]([CH2:13][C:14]3[CH:21]=[CH:20][C:17]([C:18]#[N:19])=[C:16]([F:22])[CH:15]=3)[C:11]3[CH:23]=[C:24]([F:28])[C:25]([F:27])=[CH:26][C:10]=3[N:9]=2)=[C:4]([O:29][CH2:31][CH:32]2[CH2:36][CH2:35][CH2:34][CH2:33]2)[CH:3]=1. Given the reactants [Cl:1][C:2]1[CH:7]=[CH:6][C:5]([C:8]2[N:12]([CH2:13][C:14]3[CH:21]=[CH:20][C:17]([C:18]#[N:19])=[C:16]([F:22])[CH:15]=3)[C:11]3[CH:23]=[C:24]([F:28])[C:25]([F:27])=[CH:26][C:10]=3[N:9]=2)=[C:4]([OH:29])[CH:3]=1.Br[CH2:31][CH:32]1[CH2:36][CH2:35][CH2:34][CH2:33]1, predict the reaction product.